This data is from Full USPTO retrosynthesis dataset with 1.9M reactions from patents (1976-2016). The task is: Predict the reactants needed to synthesize the given product. (1) Given the product [NH:1]([C:8]1[N:9]([C:22]2[CH:23]=[CH:24][CH:25]=[CH:26][CH:27]=2)[C:10]2[N:11]=[C:12]([CH:20]=[O:21])[C:13]([F:19])=[CH:14][C:15]=2[C:16](=[O:18])[CH:17]=1)[C:2]1[CH:7]=[CH:6][CH:5]=[CH:4][CH:3]=1, predict the reactants needed to synthesize it. The reactants are: [NH:1]([C:8]1[N:9]([C:22]2[CH:27]=[CH:26][CH:25]=[CH:24][CH:23]=2)[C:10]2[C:15]([C:16](=[O:18])[CH:17]=1)=[CH:14][C:13]([F:19])=[C:12]([CH2:20][OH:21])[N:11]=2)[C:2]1[CH:7]=[CH:6][CH:5]=[CH:4][CH:3]=1. (2) Given the product [CH:25]1([C:28]([N:30]2[CH2:35][CH2:34][N:33]([C:22]([C:16]3[NH:17][C:18]4[C:14]([CH:15]=3)=[CH:13][C:12]([O:11][CH:8]3[CH2:9][CH2:10][N:5]([CH:2]([CH3:3])[CH3:4])[CH2:6][CH2:7]3)=[C:20]([CH3:21])[CH:19]=4)=[O:24])[CH2:32][CH2:31]2)=[O:29])[CH2:26][CH2:27]1, predict the reactants needed to synthesize it. The reactants are: Cl.[CH:2]([N:5]1[CH2:10][CH2:9][CH:8]([O:11][C:12]2[CH:13]=[C:14]3[C:18](=[CH:19][C:20]=2[CH3:21])[NH:17][C:16]([C:22]([OH:24])=O)=[CH:15]3)[CH2:7][CH2:6]1)([CH3:4])[CH3:3].[CH:25]1([C:28]([N:30]2[CH2:35][CH2:34][NH:33][CH2:32][CH2:31]2)=[O:29])[CH2:27][CH2:26]1. (3) Given the product [Cl:39][C:35]1[CH:36]=[C:37]([CH3:38])[C:29]2[N:28]=[C:12]([C:10]3[N:9]([C:15]4[C:20]([Cl:21])=[CH:19][CH:18]=[CH:17][N:16]=4)[N:8]=[C:7]([Cl:6])[CH:11]=3)[O:14][C:31](=[O:32])[C:30]=2[CH:34]=1, predict the reactants needed to synthesize it. The reactants are: CS(Cl)(=O)=O.[Cl:6][C:7]1[CH:11]=[C:10]([C:12]([OH:14])=O)[N:9]([C:15]2[C:20]([Cl:21])=[CH:19][CH:18]=[CH:17][N:16]=2)[N:8]=1.N1C=CC=CC=1.[NH2:28][C:29]1[C:37]([CH3:38])=[CH:36][C:35]([Cl:39])=[CH:34][C:30]=1[C:31](O)=[O:32]. (4) Given the product [Br:18][C@@H:13]([C:5]1[CH:4]=[C:3]([C:2]([F:17])([F:16])[F:1])[CH:8]=[C:7]([C:9]([F:12])([F:11])[F:10])[CH:6]=1)[CH3:14], predict the reactants needed to synthesize it. The reactants are: [F:1][C:2]([F:17])([F:16])[C:3]1[CH:4]=[C:5]([C@@H:13](O)[CH3:14])[CH:6]=[C:7]([C:9]([F:12])([F:11])[F:10])[CH:8]=1.[BrH:18]. (5) The reactants are: [CH2:1]1[C:9]2[C:4](=[CH:5][CH:6]=[CH:7][CH:8]=2)[CH2:3][N:2]1[C:10]([NH:12][C:13]1[CH:18]=[CH:17][C:16]([C:19]2[CH:24]=[CH:23][C:22]([C:25](=[O:33])[CH2:26][C:27]([CH3:32])([CH3:31])[C:28]([O-:30])=[O:29])=[CH:21][CH:20]=2)=[CH:15][CH:14]=1)=[O:11].[OH-].[Na+]. Given the product [CH2:1]1[C:9]2[C:4](=[CH:5][CH:6]=[CH:7][CH:8]=2)[CH2:3][N:2]1[C:10]([NH:12][C:13]1[CH:18]=[CH:17][C:16]([C:19]2[CH:24]=[CH:23][C:22]([C:25](=[O:33])[CH2:26][C:27]([CH3:31])([CH3:32])[C:28]([OH:30])=[O:29])=[CH:21][CH:20]=2)=[CH:15][CH:14]=1)=[O:11], predict the reactants needed to synthesize it.